From a dataset of Peptide-MHC class I binding affinity with 185,985 pairs from IEDB/IMGT. Regression. Given a peptide amino acid sequence and an MHC pseudo amino acid sequence, predict their binding affinity value. This is MHC class I binding data. (1) The peptide sequence is MSTYGWNIVK. The MHC is HLA-A68:01 with pseudo-sequence HLA-A68:01. The binding affinity (normalized) is 0.832. (2) The peptide sequence is HDLMMGYAW. The MHC is HLA-B40:02 with pseudo-sequence HLA-B40:02. The binding affinity (normalized) is 0.646. (3) The peptide sequence is LEDRDKSKL. The MHC is HLA-B40:01 with pseudo-sequence HLA-B40:01. The binding affinity (normalized) is 0.312.